This data is from Catalyst prediction with 721,799 reactions and 888 catalyst types from USPTO. The task is: Predict which catalyst facilitates the given reaction. (1) The catalyst class is: 66. Product: [Cl:20][C:21]1[CH:28]=[CH:27][C:24]([CH2:25][NH:26][C:2]2[C:11]([N+:12]([O-:14])=[O:13])=[CH:10][CH:9]=[CH:8][C:3]=2[C:4]([O:6][CH3:7])=[O:5])=[CH:23][CH:22]=1. Reactant: Cl[C:2]1[C:11]([N+:12]([O-:14])=[O:13])=[CH:10][CH:9]=[CH:8][C:3]=1[C:4]([O:6][CH3:7])=[O:5].C1COCC1.[Cl:20][C:21]1[CH:28]=[CH:27][C:24]([CH2:25][NH2:26])=[CH:23][CH:22]=1. (2) Reactant: [CH2:1]([O:3][C:4](=[O:22])[C:5]([CH3:21])([O:14][C:15]1[CH:20]=[CH:19][CH:18]=[CH:17][CH:16]=1)[CH2:6][C:7]1[CH:12]=[CH:11][C:10]([OH:13])=[CH:9][CH:8]=1)[CH3:2].[CH3:23][C:24]1[O:28][C:27]([C:29]2[CH:34]=[CH:33][CH:32]=[C:31]([C:35]3[S:36][CH:37]=[CH:38][CH:39]=3)[CH:30]=2)=[N:26][C:25]=1[CH2:40][CH2:41]OS(C1C=CC(C)=CC=1)(=O)=O.C([O-])([O-])=O.[Cs+].[Cs+]. Product: [CH2:1]([O:3][C:4](=[O:22])[C:5]([CH3:21])([O:14][C:15]1[CH:20]=[CH:19][CH:18]=[CH:17][CH:16]=1)[CH2:6][C:7]1[CH:12]=[CH:11][C:10]([O:13][CH2:41][CH2:40][C:25]2[N:26]=[C:27]([C:29]3[CH:34]=[CH:33][CH:32]=[C:31]([C:35]4[S:36][CH:37]=[CH:38][CH:39]=4)[CH:30]=3)[O:28][C:24]=2[CH3:23])=[CH:9][CH:8]=1)[CH3:2]. The catalyst class is: 39. (3) Reactant: [F:1][C:2]1([F:19])[C:6]2[N:7]([CH2:14][C:15]([OH:17])=O)[N:8]=[C:9]([C:10]([F:13])([F:12])[F:11])[C:5]=2[C@H:4]2[CH2:18][C@@H:3]12.Cl.[NH2:21][C@H:22]([C:32]1[C:37]([C:38]2[CH:39]=[CH:40][C:41]([F:47])=[C:42]([CH:46]=2)[C:43]([NH2:45])=[O:44])=[CH:36][C:35]([N:48]2[C:56](=[O:57])[C:55]3[C:50](=[CH:51][CH:52]=[CH:53][CH:54]=3)[C:49]2=[O:58])=[CH:34][N:33]=1)[CH2:23][C:24]1[CH:29]=[C:28]([F:30])[CH:27]=[C:26]([F:31])[CH:25]=1.CN(C(ON1N=NC2C=CC=NC1=2)=[N+](C)C)C.F[P-](F)(F)(F)(F)F.C(N(CC)C(C)C)(C)C. Product: [F:19][C:2]1([F:1])[C:6]2[N:7]([CH2:14][C:15]([NH:21][C@H:22]([C:32]3[C:37]([C:38]4[CH:39]=[CH:40][C:41]([F:47])=[C:42]([CH:46]=4)[C:43]([NH2:45])=[O:44])=[CH:36][C:35]([N:48]4[C:49](=[O:58])[C:50]5[C:55](=[CH:54][CH:53]=[CH:52][CH:51]=5)[C:56]4=[O:57])=[CH:34][N:33]=3)[CH2:23][C:24]3[CH:29]=[C:28]([F:30])[CH:27]=[C:26]([F:31])[CH:25]=3)=[O:17])[N:8]=[C:9]([C:10]([F:11])([F:13])[F:12])[C:5]=2[C@H:4]2[CH2:18][C@@H:3]12. The catalyst class is: 3.